From a dataset of B-cell epitopes from IEDB database with 3,159 antigens for binding position prediction. Token-level Classification. Given an antigen amino acid sequence, predict which amino acid positions are active epitope sites capable of antibody binding. Output is a list of indices for active positions. (1) Given the antigen sequence: MKIIFFLCSFLFFIINTQCVTHESYQELVKKLEALEDAVLTGYSLFQKEKMVLKDGANTQVVAKPADAVSTQSAKNPPGATVPSGTASTKGAIRSPGAANPSDDSSDSDAKSYADLKHRVQNYLFTIKELKYPELFDLTNHMLTLCDNIHGFKYLIDGYEEINELLYKLNFYFDLLRAKLNDVCANDYCQIPFNLKIRANELDVLKKLVFGYRKPLDFIKDNVGKMEDYIKKNKTTIANINELIEGSKKTIDQNKNADNEEGKKKLYQAQYDLFIYNKQLQEAHNLISVLEKRIDTLKKNENIKKLLEDIDKIKIDAEKPTTGVNQILSLRLEKESRHEEKIKEIAKTIKFNIDRLFTDPLELEYYLREKNKKVDVTPKSQDPTKSVQIPKVPYPNGIVYPLPLTDIHNSLAADNDKNSYGDLMNPHTKEKINEKIITDNKERKIFINNIKKQIDLEEKNINHTKEQNKKLLEDYEKSKKDYEELLEKFYEMKFNNNFNK..., which amino acid positions are active epitope sites? The epitope positions are: [54, 55, 56, 57, 58, 59, 60, 61, 62, 63, 64, 65, 66, 67, 68]. The amino acids at these positions are: DGANTQVVAKPADAV. (2) Given the antigen sequence: VLASAGKDFELRLPVDARAETTSAGESADPVTTTVENYGGETQIQRRQHTDVSFIMDRFVKVTPQNQINILDLMQIPSHTLVGALLRASTYYFSDLEIAVKHEGDLTWVPNGAPEKALDNTTNPTAYHKAPLTRLALPYTAPHRVLATVYNGECRYNRNAVPNLRGDLQVLAQKVARTLPTSFNYGAIKATRVTELLYRMKRAETYCPRPLLAIHPTEARHKQKIVAPVKQTLNFDLLKLAGDVESNPGPFFFSDVRSNFSKLVETINQMQEDMSTKHGPDFNRLVSAFEELAIGVKAIRTGLDEAKPWYKLIKLLSRLSCMAAVAARSKDPVLVAIMLADTGLEILDSTFVVKKISDSLSSLFHVPAPVFSFGAPVLLAGLVKVAS, which amino acid positions are active epitope sites? The epitope positions are: [165, 166, 167, 168, 169, 170, 171, 172, 173]. The amino acids at these positions are: GDLQVLAQK. (3) Given the antigen sequence: MSPQRDRINAFYKDNPHPKGSRIVINREHLMIDRPYVLLAVLFVMFLSLIGLLAIAGIRLHRAAIYTAEIHKSLSTNLDVTNSIEHQVKDVLTPLFKIIGDEVGLRTPQRFTDLVKFISDKIKFLNPDREYDFRDLTWCINPPERIKLDYDQYCADVAAEELMNALVNSTLLETRTTNQFLAVSKGNCSGPTTIRGQFSNMSLSLLDLYLSRGYNVSSIVTMTSQGMYGGTYLVEKPNLSSKRSELSQLSMYRVFEVGVIRNPGLGAPVFHMTNYLEQPVSNDLSNCMVALGELKLAALCHGEDSITIPYQGSGKGVSFQLVKLGVWKSPTDMQSWVPLSTDDPVIDRLYLSSHRGVIADNQAKWAVPTTRTDDKLRMETCFQQACKGKIQALCENPEWAPLKDNRIPSYGVLSVDLSLTVELKIKIASGFGPLITHGSGMDLYKSNHNNVYWLTIPPMKNLALGVINTLEWIPRFKVSPYLFTVPIKEAGEDCHAPTYL..., which amino acid positions are active epitope sites? The epitope positions are: [394, 395, 396, 397, 398, 399, 400, 401, 402, 403, 404, 405, 406, 407, 408, 409, 410, 411, 412, 413... (23 total positions)]. The amino acids at these positions are: ENPEWAPLKDNRIPSYGVLSVDL. (4) Given the antigen sequence: MTTLLLVFVTLRVIAAVISEEVPDHDNSLSVSIPQPSPLKVLLGSSLTIPCYFIDPMHPVTTAPSTAPLTPRIKWSRVSKEKEVVLLVATEGQVRVNSIYQDKVSLPNYPAIPSDATLEIQNLRSNDSGIYRCEVMHGIEDSEATLEVIVKGIVFHYRAISTRYTLDFDRAQRACLQNSAIIATPEQLQAAYEDGFHQCDAGWLADQTVRYPIHTPREGCYGDKDEFPGVRTYGIRDTNETYDVYCFAEEMEGEVFYATSPEKFTFQEAANECRRLGARLATTGQLYLAWQGGMDMCSAGWLADRSVRYPISKARPNCGGNLLGVRTVYLHANQTGYPDPSSRYDAICYTGEDFVDIPENFFGVGGEDDITIQTVTWPDLELPLPRNVTEGEALGSVILTAKPIFDLSPTISEPGEALTLAPEVGSTAFPEAEERTGEATRPWGFPAEVTRGPDSATAFASEDLVVRVTISPGAAEVPGQPRLPGGVVFHYRPGSTRYSL..., which amino acid positions are active epitope sites? The epitope positions are: [181, 182, 183, 184, 185, 186, 187, 188, 189, 190, 191, 192, 193, 194, 195, 196, 197, 198, 199, 200... (23 total positions)]. The amino acids at these positions are: IATPEQLQAAYEDGFHQCDAGWL. (5) Given the antigen sequence: MAKAAAVGIDLGTTYSCVGVFQHGKVEIIANDQGNRTTPSYVAFTDTERLIGDAAKNQVALNPQNTVFDAKRLIGRKFGDPVVQSDMKHWPFQVINDGDKPKVQVSYKGETKAFYPEEISSMVLTKMKEIAEAYLGYPVTNAVITVPAYFNDSQRQATKDAGVIAGLNVLRIINEPTAAAIAYGLDRTGKGERNVLIFDLGGGTFDVSILTIDDGIFEVKATAGDTHLGGEDFDNRLVNHFVEEFKRKHKKDISQNKRAVRRLRTACERAKRTLSSSTQASLEIDSLFEGIDFYTSITRARFEELCSDLFRSTLEPVEKALRDAKLDKAQIHDLVLVGGSTRIPKVQKLLQDFFNGRDLNKSINPDEAVGYGAAVQAAILMGDKSENVQDLLLLDVAPLSLGLETAGGVMTALIKRNSTIPTKQTQIFTTYSDNQPGVLIQVYEGERAMTKDNNLLGRFELSGIPPAPGVPQIEVTFDIDANGILNVTATDKSTGKANKI..., which amino acid positions are active epitope sites? The epitope positions are: [71, 72, 73, 74, 75, 76, 77, 78, 79, 80, 81, 82, 83, 84, 85]. The amino acids at these positions are: RLIGRKFGDPVVQSD. (6) Given the antigen sequence: DFVYQFKGLCYFTNGTERVRGVTRHIYNREEYARFDSDVGVYRAVTPQGRPSAEYWNSQKEVLEGARASVDRVCRHNYEVAYRGILQRR, which amino acid positions are active epitope sites? The epitope positions are: [45, 46, 47, 48, 49, 50, 51, 52, 53, 54, 55]. The amino acids at these positions are: TPQGRPSAEYW. (7) Given the antigen sequence: MNKFVSIALCSSLLGGMAFAQQTELGRNPNVRLLESTQQSVTKVQFRMDNLKFTEVQTPKGMAQVPTYTEGVNLSEKGMPTLPILSRSLAVSDTREMKVEVVSSKFIEKKNVLIAPSKGMIMRNEDPKKIPYVYGKSYSQNKFFPGEIATLDDPFILRDVRGQVVNFAPLQYNPVTKTLRIYTEITVAVSETSEQGKNILNKKGTFAGFEDTYKRMFMNYEPGRYTPVEEKQNGRMIVIVAKKYEGDIKDFVDWKNQRGLRTEVKVAEDIASPVTANAIQQFVKQEYEKEGNDLTYVLLVGDHKDIPAKITPGIKSDQVYGQIVGNDHYNEVFIGRFSCESKEDLKTQIDRTIHYERNITTEDKWLGQALCIASAEGGPSADNGESDIQHENVIANLLTQYGYTKIIKCYDPGVTPKNIIDAFNGGISLVNYTGHGSETAWGTSHFGTTHVKQLTNSNQLPFIFDVACVNGDFLFSMPCFAEALMRAQKDGKPTGTVAII..., which amino acid positions are active epitope sites? The epitope positions are: [944, 945, 946, 947, 948, 949, 950, 951, 952, 953, 954, 955, 956, 957, 958, 959, 960, 961]. The amino acids at these positions are: GTPNPNPNPNPNPNPGTT. (8) Given the antigen sequence: MQLWRRRAAGPASLGRQSLPLGCFFAAFGLCVLSAILGTGEHGLFVAAGKSRSKITYFGTLLKKAPNWYRCSSTRANEEVVGHVTLNKEHPDMTIECVDDGLGGEFLPLEGGTSSYPRVCHIDAKDKGDCERNKGFLTDYIPGANRYWYKIEKVENNGEQSVLYKFTVPWIFLPPAKQRYKVGCRYPNHEYCFVEVTVEPTPPMVEGKRVTCGYPESGPVNLEVDLSKDANFIEIRCGEQHHPQPSTYTLQYCSGDSVDPQKCSPQSLTNIFYDYSSSWWKGKLNGPDGATLTIPPGGFPEEDKSFLVGCSLTVDGPPFCNVKVRVAGNPRKWGRGGGGHPGSGGLQPGTEGESQAGTESSAGASSRMASVALAFLLGLLVHVAA, which amino acid positions are active epitope sites? The epitope positions are: [346, 347, 348, 349, 350, 351, 352, 353, 354, 355]. The amino acids at these positions are: QPGTEGESQA.